This data is from Catalyst prediction with 721,799 reactions and 888 catalyst types from USPTO. The task is: Predict which catalyst facilitates the given reaction. (1) Reactant: [CH2:1]([N:8]1[CH2:13][CH2:12][N:11]([C:14]([C:16]2[N:17]=[CH:18][N:19]([C@H:27]3[CH2:32][CH2:31][CH2:30][CH2:29][C@@H:28]3[NH2:33])[C:20]=2[C:21]2[CH:26]=[CH:25][CH:24]=[CH:23][CH:22]=2)=[O:15])[C@H:10]([CH2:34][C:35]2[CH:40]=[C:39]([F:41])[CH:38]=[C:37]([F:42])[CH:36]=2)[CH2:9]1)[C:2]1[CH:7]=[CH:6][CH:5]=[CH:4][CH:3]=1.Cl[C:44]([O:46][C:47]1[CH:52]=[CH:51][C:50]([N+]([O-])=O)=CC=1)=[O:45].C1(CO)CC1.[OH-].[Na+]. Product: [CH2:1]([N:8]1[CH2:13][CH2:12][N:11]([C:14]([C:16]2[N:17]=[CH:18][N:19]([C@H:27]3[CH2:32][CH2:31][CH2:30][CH2:29][C@@H:28]3[NH:33][C:44](=[O:45])[O:46][CH2:47][CH:52]3[CH2:50][CH2:51]3)[C:20]=2[C:21]2[CH:22]=[CH:23][CH:24]=[CH:25][CH:26]=2)=[O:15])[C@H:10]([CH2:34][C:35]2[CH:40]=[C:39]([F:41])[CH:38]=[C:37]([F:42])[CH:36]=2)[CH2:9]1)[C:2]1[CH:7]=[CH:6][CH:5]=[CH:4][CH:3]=1. The catalyst class is: 251. (2) Reactant: [NH2:1][C:2]1[C:7]([N+:8]([O-])=O)=[C:6]([N:11]2[CH2:16][CH2:15][N:14]([CH2:17][C:18]([NH:20][C:21]3[CH:26]=[CH:25][CH:24]=[C:23]([Cl:27])[CH:22]=3)=[O:19])[CH2:13][CH2:12]2)[C:5]([Cl:28])=[CH:4][N:3]=1.[CH3:29][N:30]([CH3:39])[C:31]1[CH:38]=[CH:37][C:34]([CH:35]=O)=[CH:33][CH:32]=1.[O-]S(S([O-])=O)=O.[Na+].[Na+]. Product: [Cl:28][C:5]1[C:6]([N:11]2[CH2:12][CH2:13][N:14]([CH2:17][C:18]([NH:20][C:21]3[CH:26]=[CH:25][CH:24]=[C:23]([Cl:27])[CH:22]=3)=[O:19])[CH2:15][CH2:16]2)=[C:7]2[N:8]=[C:35]([C:34]3[CH:37]=[CH:38][C:31]([N:30]([CH3:39])[CH3:29])=[CH:32][CH:33]=3)[NH:1][C:2]2=[N:3][CH:4]=1. The catalyst class is: 8.